The task is: Predict the product of the given reaction.. This data is from Forward reaction prediction with 1.9M reactions from USPTO patents (1976-2016). (1) The product is: [NH:1]([C:28]([O:30][CH2:31][CH:32]1[C:44]2[C:39](=[CH:40][CH:41]=[CH:42][CH:43]=2)[C:38]2[C:33]1=[CH:34][CH:35]=[CH:36][CH:37]=2)=[O:29])[C@H:2]([C:25]([O:27][CH3:46])=[O:26])[C@@H:3]([CH3:24])[O:4][C:5]([C:18]1[CH:23]=[CH:22][CH:21]=[CH:20][CH:19]=1)([C:12]1[CH:13]=[CH:14][CH:15]=[CH:16][CH:17]=1)[C:6]1[CH:7]=[CH:8][CH:9]=[CH:10][CH:11]=1. Given the reactants [NH:1]([C:28]([O:30][CH2:31][CH:32]1[C:44]2[C:39](=[CH:40][CH:41]=[CH:42][CH:43]=2)[C:38]2[C:33]1=[CH:34][CH:35]=[CH:36][CH:37]=2)=[O:29])[C@H:2]([C:25]([OH:27])=[O:26])[C@@H:3]([CH3:24])[O:4][C:5]([C:18]1[CH:23]=[CH:22][CH:21]=[CH:20][CH:19]=1)([C:12]1[CH:17]=[CH:16][CH:15]=[CH:14][CH:13]=1)[C:6]1[CH:11]=[CH:10][CH:9]=[CH:8][CH:7]=1.[Si](C=[N+]=[N-])(C)(C)[CH3:46], predict the reaction product. (2) Given the reactants [NH:1]1[CH:5]=[CH:4][N:3]=[C:2]1[C:6]1[CH:7]=[CH:8][C:9]([CH3:13])=[C:10]([CH:12]=1)[NH2:11].[O:14]([C:21]1[CH:29]=[CH:28][C:24]([C:25](Cl)=[O:26])=[CH:23][N:22]=1)[C:15]1[CH:20]=[CH:19][CH:18]=[CH:17][CH:16]=1, predict the reaction product. The product is: [NH:1]1[CH:5]=[CH:4][N:3]=[C:2]1[C:6]1[CH:7]=[CH:8][C:9]([CH3:13])=[C:10]([NH:11][C:25]([C:24]2[CH:23]=[N:22][C:21]([O:14][C:15]3[CH:16]=[CH:17][CH:18]=[CH:19][CH:20]=3)=[CH:29][CH:28]=2)=[O:26])[CH:12]=1. (3) Given the reactants [N:1]1([C:7]2[C:8]([C:15]([F:18])([F:17])[F:16])=[C:9]([CH:12]=[CH:13][CH:14]=2)[C:10]#[N:11])[CH2:6][CH2:5][NH:4][CH2:3][CH2:2]1.C(=O)([O-])[O-].[K+].[K+].I[CH2:26][CH2:27][CH3:28].Cl, predict the reaction product. The product is: [CH2:26]([N:4]1[CH2:5][CH2:6][N:1]([C:7]2[C:8]([C:15]([F:16])([F:18])[F:17])=[C:9]([CH:12]=[CH:13][CH:14]=2)[C:10]#[N:11])[CH2:2][CH2:3]1)[CH2:27][CH3:28]. (4) Given the reactants OC(C(F)(F)F)=O.[CH3:8][C:9]([Si:12]([CH3:28])([CH3:27])[O:13][C@H:14]1[C@H:19]([N:20]2[C:24](=[O:25])[CH2:23][O:22][C:21]2=[O:26])[CH2:18][CH2:17][NH:16][CH2:15]1)([CH3:11])[CH3:10].CCN(C(C)C)C(C)C.[Cl:38][C:39]1[N:43]2[CH:44]=[C:45]([C:52]3[CH:56]=[CH:55][O:54][CH:53]=3)[CH:46]=[C:47]([C:48]([F:51])([F:50])[F:49])[C:42]2=[N:41][C:40]=1[C:57](O)=[O:58].CN(C(ON1N=NC2C=CC=NC1=2)=[N+](C)C)C.F[P-](F)(F)(F)(F)F, predict the reaction product. The product is: [Cl:38][C:39]1[N:43]2[CH:44]=[C:45]([C:52]3[CH:56]=[CH:55][O:54][CH:53]=3)[CH:46]=[C:47]([C:48]([F:50])([F:49])[F:51])[C:42]2=[N:41][C:40]=1[C:57]([N:16]1[CH2:17][CH2:18][C@@H:19]([N:20]2[C:24](=[O:25])[CH2:23][O:22][C:21]2=[O:26])[C@H:14]([O:13][Si:12]([C:9]([CH3:8])([CH3:10])[CH3:11])([CH3:28])[CH3:27])[CH2:15]1)=[O:58]. (5) Given the reactants [N+:1]([C:4]1[CH:12]=[CH:11][C:7]([C:8](Cl)=[O:9])=[CH:6][CH:5]=1)([O-:3])=[O:2].[CH2:13]([CH:15]([CH2:18][CH2:19][CH2:20][CH3:21])[CH2:16][OH:17])[CH3:14].C(N(CC)CC)C.C1(C)C=CC=CC=1, predict the reaction product. The product is: [N+:1]([C:4]1[CH:12]=[CH:11][C:7]([C:8]([O:17][CH2:16][CH:15]([CH2:13][CH3:14])[CH2:18][CH2:19][CH2:20][CH3:21])=[O:9])=[CH:6][CH:5]=1)([O-:3])=[O:2]. (6) Given the reactants [CH2:1]([N:3]1[C:12]2[C:7](=[N:8][CH:9]=[C:10]([CH2:13][C:14]3[CH:19]=[CH:18][C:17]([F:20])=[CH:16][CH:15]=3)[CH:11]=2)[C:6]([OH:21])=[C:5]([C:22](OCC)=[O:23])[C:4]1=[O:27])[CH3:2].[NH2:28][C@@H:29]([CH3:32])[CH2:30][OH:31], predict the reaction product. The product is: [CH2:1]([N:3]1[C:12]2[C:7](=[N:8][CH:9]=[C:10]([CH2:13][C:14]3[CH:19]=[CH:18][C:17]([F:20])=[CH:16][CH:15]=3)[CH:11]=2)[C:6]([OH:21])=[C:5]([C:22]([NH:28][C@@H:29]([CH3:32])[CH2:30][OH:31])=[O:23])[C:4]1=[O:27])[CH3:2]. (7) Given the reactants [I:1][C:2]1[C:7]2[N:8]=[C:9]([C:11]3[CH:16]=[CH:15][C:14]([O:17]C)=[CH:13][CH:12]=3)[S:10][C:6]=2[CH:5]=[C:4]([O:19]C)[CH:3]=1.Cl, predict the reaction product. The product is: [I:1][C:2]1[C:7]2[N:8]=[C:9]([C:11]3[CH:12]=[CH:13][C:14]([OH:17])=[CH:15][CH:16]=3)[S:10][C:6]=2[CH:5]=[C:4]([OH:19])[CH:3]=1. (8) Given the reactants [N:1]1([C:7](=[O:9])[CH3:8])[CH2:6][CH2:5][NH:4][CH2:3][CH2:2]1.C1N=CN([C:15]([N:17]2[CH:21]=[N:20][CH:19]=[CH:18]2)=[O:16])C=1.[CH3:22][I:23], predict the reaction product. The product is: [I-:23].[C:7]([N:1]1[CH2:6][CH2:5][N:4]([C:15]([NH+:17]2[CH:18]=[CH:19][N:20]([CH3:22])[CH2:21]2)=[O:16])[CH2:3][CH2:2]1)(=[O:9])[CH3:8]. (9) Given the reactants [N:1]1[CH:6]=[CH:5][C:4]([N:7]2[CH2:12][CH2:11][CH:10]([C:13](Cl)=[O:14])[CH2:9][CH2:8]2)=[CH:3][CH:2]=1.[CH3:16][C:17]1[CH:22]=[CH:21][C:20]([C:23]2[CH:28]=[CH:27][C:26]([S:29]([N:32]3[CH2:37][CH2:36][NH:35][CH2:34][CH2:33]3)(=[O:31])=[O:30])=[CH:25][CH:24]=2)=[CH:19][CH:18]=1, predict the reaction product. The product is: [CH3:16][C:17]1[CH:22]=[CH:21][C:20]([C:23]2[CH:24]=[CH:25][C:26]([S:29]([N:32]3[CH2:37][CH2:36][N:35]([C:13]([CH:10]4[CH2:11][CH2:12][N:7]([C:4]5[CH:5]=[CH:6][N:1]=[CH:2][CH:3]=5)[CH2:8][CH2:9]4)=[O:14])[CH2:34][CH2:33]3)(=[O:31])=[O:30])=[CH:27][CH:28]=2)=[CH:19][CH:18]=1. (10) Given the reactants [F:1][C:2]1[C:7]2[N:8]([CH:12]([CH3:14])[CH3:13])[C:9](=[O:11])[O:10][C:6]=2[CH:5]=[C:4]([NH:15][CH2:16][C@@H:17]([OH:22])[C:18]([O:20][CH3:21])=[O:19])[CH:3]=1.[C:23](N1C=CN=C1)(N1C=CN=C1)=[O:24], predict the reaction product. The product is: [F:1][C:2]1[C:7]2[N:8]([CH:12]([CH3:14])[CH3:13])[C:9](=[O:11])[O:10][C:6]=2[CH:5]=[C:4]([N:15]2[CH2:16][C@H:17]([C:18]([O:20][CH3:21])=[O:19])[O:22][C:23]2=[O:24])[CH:3]=1.